Regression. Given a peptide amino acid sequence and an MHC pseudo amino acid sequence, predict their binding affinity value. This is MHC class I binding data. From a dataset of Peptide-MHC class I binding affinity with 185,985 pairs from IEDB/IMGT. (1) The peptide sequence is SLFTAVTNFL. The MHC is Patr-A0701 with pseudo-sequence Patr-A0701. The binding affinity (normalized) is 0.778. (2) The peptide sequence is FQPQNGQFS. The MHC is H-2-Db with pseudo-sequence H-2-Db. The binding affinity (normalized) is 0.0842. (3) The binding affinity (normalized) is 1.00. The peptide sequence is HTPPPAPMI. The MHC is Mamu-A01 with pseudo-sequence Mamu-A01. (4) The peptide sequence is SMGNTLTCYV. The MHC is HLA-A02:01 with pseudo-sequence HLA-A02:01. The binding affinity (normalized) is 0.574. (5) The peptide sequence is VVFSRMETKL. The MHC is Patr-B0101 with pseudo-sequence Patr-B0101. The binding affinity (normalized) is 0.113. (6) The peptide sequence is GDVELLGTT. The MHC is HLA-B40:01 with pseudo-sequence HLA-B40:01. The binding affinity (normalized) is 0.0362. (7) The peptide sequence is TLLNETAKV. The MHC is HLA-A02:06 with pseudo-sequence HLA-A02:06. The binding affinity (normalized) is 0.778. (8) The peptide sequence is IFMRDWNSKY. The MHC is HLA-A68:01 with pseudo-sequence HLA-A68:01. The binding affinity (normalized) is 0.140. (9) The peptide sequence is DRFYKTLRA. The MHC is HLA-A26:01 with pseudo-sequence HLA-A26:01. The binding affinity (normalized) is 0. (10) The peptide sequence is KYTSGRQEK. The MHC is HLA-B08:02 with pseudo-sequence HLA-B08:02. The binding affinity (normalized) is 0.0847.